This data is from Catalyst prediction with 721,799 reactions and 888 catalyst types from USPTO. The task is: Predict which catalyst facilitates the given reaction. (1) Product: [C:4]([O:3][C:1]([N:8]1[CH:12]=[CH:11][CH:10]=[C:9]1[C:17]1[CH:23]=[CH:22][CH:21]=[C:19]([NH2:20])[CH:18]=1)=[O:2])([CH3:7])([CH3:6])[CH3:5]. Reactant: [C:1]([N:8]1[CH:12]=[CH:11][CH:10]=[C:9]1B(O)O)([O:3][C:4]([CH3:7])([CH3:6])[CH3:5])=[O:2].Br[C:17]1[CH:18]=[C:19]([CH:21]=[CH:22][CH:23]=1)[NH2:20].[O-]P([O-])([O-])=O.[K+].[K+].[K+].C1(P(C2CCCCC2)C2CCCCC2)CCCCC1. The catalyst class is: 62. (2) Reactant: [CH3:1][S:2](Cl)(=[O:4])=[O:3].[N+:6]([C:9]1[CH:14]=[CH:13][C:12]([CH2:15][CH2:16][OH:17])=[CH:11][CH:10]=1)([O-:8])=[O:7].CCN(CC)CC.C([O-])(O)=O.[Na+]. Product: [CH3:1][S:2]([O:17][CH2:16][CH2:15][C:12]1[CH:11]=[CH:10][C:9]([N+:6]([O-:8])=[O:7])=[CH:14][CH:13]=1)(=[O:4])=[O:3]. The catalyst class is: 22.